From a dataset of Catalyst prediction with 721,799 reactions and 888 catalyst types from USPTO. Predict which catalyst facilitates the given reaction. (1) Reactant: Cl.[F:2][C:3]1([F:13])[CH2:7][NH:6][C@H:5]([CH2:8][CH2:9][C:10]([OH:12])=[O:11])[CH2:4]1.Br[CH2:15][C:16]1[NH:21][C:20]([C:22]2[S:23][CH:24]=[CH:25][N:26]=2)=[N:19][C@@H:18]([C:27]2[CH:32]=[CH:31][C:30]([Cl:33])=[CH:29][C:28]=2[Cl:34])[C:17]=1[C:35]([O:37][CH3:38])=[O:36].C(=O)([O-])[O-].[K+].[K+]. Product: [Cl:34][C:28]1[CH:29]=[C:30]([Cl:33])[CH:31]=[CH:32][C:27]=1[C@@H:18]1[N:19]=[C:20]([C:22]2[S:23][CH:24]=[CH:25][N:26]=2)[NH:21][C:16]([CH2:15][N:6]2[CH2:7][C:3]([F:2])([F:13])[CH2:4][C@H:5]2[CH2:8][CH2:9][C:10]([OH:12])=[O:11])=[C:17]1[C:35]([O:37][CH3:38])=[O:36]. The catalyst class is: 8. (2) Reactant: Br[CH2:2][C:3]([NH2:5])=[O:4].[OH:6][C:7]1[CH:14]=[CH:13][CH:12]=[CH:11][C:8]=1[C:9]#[N:10].C(=O)([O-])[O-].[K+].[K+]. Product: [C:9]([C:8]1[CH:11]=[CH:12][CH:13]=[CH:14][C:7]=1[O:6][CH2:2][C:3]([NH2:5])=[O:4])#[N:10]. The catalyst class is: 21. (3) Reactant: [CH2:1]([C@H:8]1[CH2:12][O:11][C:10](=[O:13])[N:9]1[C:14](=[O:38])[CH2:15][CH:16]1[C:20]2=[C:21]([S:30][C:31]3[CH:36]=[CH:35][C:34]([Cl:37])=[CH:33][CH:32]=3)[C:22]3[C:23](Br)=[CH:24][C:25]([F:28])=[CH:26][C:27]=3[N:19]2[CH2:18][CH2:17]1)[C:2]1[CH:7]=[CH:6][CH:5]=[CH:4][CH:3]=1.C1([As](C2C=CC=CC=2)C2C=CC=CC=2)C=CC=CC=1.[CH3:58][N:59]1[CH:63]=[CH:62][CH:61]=[C:60]1[Sn](CCCC)(CCCC)CCCC. Product: [CH2:1]([C@H:8]1[CH2:12][O:11][C:10](=[O:13])[N:9]1[C:14](=[O:38])[CH2:15][CH:16]1[C:20]2=[C:21]([S:30][C:31]3[CH:36]=[CH:35][C:34]([Cl:37])=[CH:33][CH:32]=3)[C:22]3[C:23]([C:60]4[N:59]([CH3:58])[CH:63]=[CH:62][CH:61]=4)=[CH:24][C:25]([F:28])=[CH:26][C:27]=3[N:19]2[CH2:18][CH2:17]1)[C:2]1[CH:7]=[CH:6][CH:5]=[CH:4][CH:3]=1. The catalyst class is: 533. (4) Reactant: [CH:1]1([C@@:4]2([CH3:17])[CH2:8][O:7][C:6](=[O:9])[N:5]2[C:10]2[CH:15]=[CH:14][N:13]=[C:12](F)[N:11]=2)[CH2:3][CH2:2]1.[NH2:18][C@H:19]([C:21]1[CH:26]=[CH:25][C:24]([CH2:27][OH:28])=[C:23]([F:29])[CH:22]=1)[CH3:20].CCN(C(C)C)C(C)C. Product: [CH:1]1([C@@:4]2([CH3:17])[CH2:8][O:7][C:6](=[O:9])[N:5]2[C:10]2[CH:15]=[CH:14][N:13]=[C:12]([NH:18][C@H:19]([C:21]3[CH:26]=[CH:25][C:24]([CH2:27][OH:28])=[C:23]([F:29])[CH:22]=3)[CH3:20])[N:11]=2)[CH2:3][CH2:2]1. The catalyst class is: 197. (5) Reactant: [CH3:1][C:2]1[C:3](=[O:8])[O:4][C:5](=[O:7])[CH:6]=1.[Al](Br)(Br)[Br:10].BrBr. Product: [Br:10][C:6]1[C:5](=[O:7])[O:4][C:3](=[O:8])[C:2]=1[CH3:1]. The catalyst class is: 13. (6) Reactant: [OH:1][C:2]([C:4]([F:7])([F:6])[F:5])=[O:3].Br[CH2:9][CH2:10][CH2:11][CH2:12][CH2:13][CH2:14][N:15]1[C:19](=[O:20])[C:18]2([CH2:25][CH2:24][N:23]([C@H:26]3[CH2:31][CH2:30][C@@H:29]([CH:32]([CH3:34])[CH3:33])[CH2:28][CH2:27]3)[CH2:22][CH2:21]2)[N:17]([C:35]2[CH:40]=[CH:39][CH:38]=[CH:37][CH:36]=2)[CH2:16]1.[CH3:41][NH:42][CH3:43]. Product: [OH:3][C:2]([C:4]([F:7])([F:6])[F:5])=[O:1].[CH3:41][N:42]([CH3:43])[CH2:9][CH2:10][CH2:11][CH2:12][CH2:13][CH2:14][N:15]1[C:19](=[O:20])[C:18]2([CH2:25][CH2:24][N:23]([C@H:26]3[CH2:31][CH2:30][C@@H:29]([CH:32]([CH3:34])[CH3:33])[CH2:28][CH2:27]3)[CH2:22][CH2:21]2)[N:17]([C:35]2[CH:40]=[CH:39][CH:38]=[CH:37][CH:36]=2)[CH2:16]1. The catalyst class is: 8. (7) Reactant: C(OC([N:8]([C:13]1[CH:22]=[CH:21][C:16]([C:17]([O:19][CH3:20])=[O:18])=[CH:15][C:14]=1[O:23][CH2:24][CH:25]1[CH2:27][CH2:26]1)[S:9]([CH3:12])(=[O:11])=[O:10])=O)(C)(C)C.Cl.O1CCOCC1. Product: [CH:25]1([CH2:24][O:23][C:14]2[CH:15]=[C:16]([CH:21]=[CH:22][C:13]=2[NH:8][S:9]([CH3:12])(=[O:11])=[O:10])[C:17]([O:19][CH3:20])=[O:18])[CH2:26][CH2:27]1. The catalyst class is: 2.